This data is from Forward reaction prediction with 1.9M reactions from USPTO patents (1976-2016). The task is: Predict the product of the given reaction. Given the reactants C([Li])CCC.[CH2:6]([O:8][C:9]1[CH2:10][N:11]=[C:12]([O:15][CH2:16][CH3:17])[CH2:13][N:14]=1)[CH3:7].Br[CH2:19][CH:20]([CH:37]([CH3:39])[CH3:38])[CH2:21][C:22]1[CH:31]=[C:30]2[C:25]([CH:26]=[CH:27][CH:28]=[C:29]2[O:32][CH2:33][CH2:34][O:35][CH3:36])=[CH:24][CH:23]=1, predict the reaction product. The product is: [CH2:6]([O:8][C:9]1[CH:10]([CH2:19][CH:20]([CH2:21][C:22]2[CH:23]=[CH:24][C:25]3[C:30](=[C:29]([O:32][CH2:33][CH2:34][O:35][CH3:36])[CH:28]=[CH:27][CH:26]=3)[CH:31]=2)[CH:37]([CH3:38])[CH3:39])[N:11]=[C:12]([O:15][CH2:16][CH3:17])[CH2:13][N:14]=1)[CH3:7].